This data is from Forward reaction prediction with 1.9M reactions from USPTO patents (1976-2016). The task is: Predict the product of the given reaction. (1) Given the reactants C(N(CC)CC)C.[C:8]([C:10]1[CH:11]=[CH:12][C:13]([CH3:16])=[N:14][CH:15]=1)#[CH:9].Br[C:18]1[C:26]2[NH:25][C:24]3[CH2:27][CH2:28][N:29]([CH3:31])[CH2:30][C:23]=3[C:22]=2[CH:21]=[CH:20][CH:19]=1, predict the reaction product. The product is: [CH3:31][N:29]1[CH2:28][CH2:27][C:24]2[NH:25][C:26]3[C:18]([C:9]#[C:8][C:10]4[CH:15]=[N:14][C:13]([CH3:16])=[CH:12][CH:11]=4)=[CH:19][CH:20]=[CH:21][C:22]=3[C:23]=2[CH2:30]1. (2) Given the reactants [CH3:1][C:2]1[C:7](B2OC(C)(C)C(C)(C)O2)=[CH:6][CH:5]=[C:4]([CH3:17])[N:3]=1.Br[C:19]1[CH:24]=[C:23]([CH3:25])[CH:22]=[CH:21][N:20]=1.C(COC)OC.C(=O)([O-])[O-].[K+].[K+], predict the reaction product. The product is: [CH3:1][C:2]1[C:7]([C:19]2[CH:24]=[C:23]([CH3:25])[CH:22]=[CH:21][N:20]=2)=[CH:6][CH:5]=[C:4]([CH3:17])[N:3]=1. (3) Given the reactants [O:1]=[C:2]1[CH:7]([N:8]2[C:16](=[O:17])[C:15]3[C:10](=[CH:11][C:12]([OH:21])=[CH:13][C:14]=3[N+:18]([O-])=O)[C:9]2=[O:22])[CH2:6][CH2:5][C:4](=[O:23])[NH:3]1.[H][H], predict the reaction product. The product is: [NH2:18][C:14]1[CH:13]=[C:12]([OH:21])[CH:11]=[C:10]2[C:15]=1[C:16](=[O:17])[N:8]([CH:7]1[CH2:6][CH2:5][C:4](=[O:23])[NH:3][C:2]1=[O:1])[C:9]2=[O:22]. (4) Given the reactants [CH2:1]([O:3][C:4](=[O:26])[CH2:5][N:6]1[N:10]=[N:9][C:8]([C:11]2[S:15][C:14]([N:16]3[CH2:25][CH2:24][C:19]4(OCC[O:20]4)[CH2:18][CH2:17]3)=[N:13][CH:12]=2)=[N:7]1)[CH3:2].Cl, predict the reaction product. The product is: [CH2:1]([O:3][C:4](=[O:26])[CH2:5][N:6]1[N:10]=[N:9][C:8]([C:11]2[S:15][C:14]([N:16]3[CH2:17][CH2:18][C:19](=[O:20])[CH2:24][CH2:25]3)=[N:13][CH:12]=2)=[N:7]1)[CH3:2]. (5) The product is: [CH2:45]([S:42]([N:39]1[CH2:38][CH2:37][CH:36]([C:27]2[C:26]3[C:30](=[C:31]([C:33]([NH2:35])=[O:34])[CH:32]=[C:24]([C:9]4[CH:14]=[N:13][CH:12]=[C:11]([CH2:15][N:16]5[CH2:17][CH2:18][O:19][CH2:20][CH2:21]5)[CH:10]=4)[CH:25]=3)[NH:29][CH:28]=2)[CH2:41][CH2:40]1)(=[O:44])=[O:43])[CH3:46]. Given the reactants CC1(C)C(C)(C)OB([C:9]2[CH:10]=[C:11]([CH2:15][N:16]3[CH2:21][CH2:20][O:19][CH2:18][CH2:17]3)[CH:12]=[N:13][CH:14]=2)O1.Br[C:24]1[CH:25]=[C:26]2[C:30](=[C:31]([C:33]([NH2:35])=[O:34])[CH:32]=1)[NH:29][CH:28]=[C:27]2[CH:36]1[CH2:41][CH2:40][N:39]([S:42]([CH2:45][CH3:46])(=[O:44])=[O:43])[CH2:38][CH2:37]1.C(=O)([O-])[O-].[K+].[K+], predict the reaction product. (6) Given the reactants C([O:4][CH2:5][C:6]1[C:7]([N:29]2[N:38]=[CH:37][C:36]3[C:31](=[C:32]([F:43])[CH:33]=[C:34]([C:39]([CH3:42])([CH3:41])[CH3:40])[CH:35]=3)[C:30]2=[O:44])=[N:8][CH:9]=[CH:10][C:11]=1[C:12]1[CH:17]=[C:16]([NH:18][C:19]2[CH:20]=[C:21]3[CH2:26][CH2:25][CH2:24][N:22]3[N:23]=2)[C:15](=[O:27])[N:14]([CH3:28])[CH:13]=1)(=O)C.[OH-].[Li+].O, predict the reaction product. The product is: [C:39]([C:34]1[CH:35]=[C:36]2[C:31](=[C:32]([F:43])[CH:33]=1)[C:30](=[O:44])[N:29]([C:7]1[C:6]([CH2:5][OH:4])=[C:11]([C:12]3[CH:17]=[C:16]([NH:18][C:19]4[CH:20]=[C:21]5[CH2:26][CH2:25][CH2:24][N:22]5[N:23]=4)[C:15](=[O:27])[N:14]([CH3:28])[CH:13]=3)[CH:10]=[CH:9][N:8]=1)[N:38]=[CH:37]2)([CH3:42])([CH3:40])[CH3:41]. (7) Given the reactants C(ON=O)(C)(C)C.[N:8]([S:10][C:11]1([CH2:21][C:22]([O:24][C:25]([CH3:28])([CH3:27])[CH3:26])=[O:23])[CH:18]2[CH2:19][CH:14]3[CH2:15][CH:16]([CH2:20][CH:12]1[CH2:13]3)[CH2:17]2)=[O:9], predict the reaction product. The product is: [N:8]([S:10][C:11]1([CH2:21][C:22]([O:24][C:25]([CH3:28])([CH3:27])[CH3:26])=[O:23])[CH:18]2[CH2:17][CH:16]3[CH2:15][CH:14]([CH2:13][CH:12]1[CH2:20]3)[CH2:19]2)=[O:9]. (8) The product is: [C:19]([C@@H:18]1[C@@H:13]2[C@@:14]([C:25]3[CH:30]=[C:29]([Br:31])[CH:28]=[CH:27][C:26]=3[F:32])([N:15]=[C:10]([NH:9][C:1](=[O:8])[C:2]3[CH:3]=[CH:4][CH:5]=[CH:6][CH:7]=3)[S:11][CH2:12]2)[CH2:16][O:17]1)(=[O:20])[CH3:33]. Given the reactants [C:1]([NH:9][C:10]1[S:11][CH2:12][C@@H:13]2[C@@H:18]([C:19](N(OC)C)=[O:20])[O:17][CH2:16][C@:14]2([C:25]2[CH:30]=[C:29]([Br:31])[CH:28]=[CH:27][C:26]=2[F:32])[N:15]=1)(=[O:8])[C:2]1[CH:7]=[CH:6][CH:5]=[CH:4][CH:3]=1.[CH2:33]1COCC1, predict the reaction product.